Dataset: Full USPTO retrosynthesis dataset with 1.9M reactions from patents (1976-2016). Task: Predict the reactants needed to synthesize the given product. (1) Given the product [CH:1]1([CH2:4][O:5][C:6]2[CH:14]=[CH:13][C:9]3[O:10][CH2:11][O:12][C:8]=3[C:7]=2[C:15]2[CH:20]=[CH:19][N:18]=[C:17]3[C:21]([C:33]([NH:35][CH:36]4[CH2:41][CH2:40][N:39]([C:42]([O:44][C:45]([CH3:48])([CH3:47])[CH3:46])=[O:43])[CH2:38][CH2:37]4)=[O:34])=[C:22]([CH3:32])[NH:23][C:16]=23)[CH2:3][CH2:2]1, predict the reactants needed to synthesize it. The reactants are: [CH:1]1([CH2:4][O:5][C:6]2[CH:14]=[CH:13][C:9]3[O:10][CH2:11][O:12][C:8]=3[C:7]=2[C:15]2[CH:20]=[CH:19][N:18]=[C:17]3[C:21]([C:33]([NH:35][CH:36]4[CH2:41][CH2:40][N:39]([C:42]([O:44][C:45]([CH3:48])([CH3:47])[CH3:46])=[O:43])[CH2:38][CH2:37]4)=[O:34])=[C:22]([CH3:32])[N:23](COCC[Si](C)(C)C)[C:16]=23)[CH2:3][CH2:2]1.O.O.O.[F-].C([N+](CCCC)(CCCC)CCCC)CCC.C(N)CN. (2) Given the product [C:24]([OH:29])(=[O:28])[C:25]([OH:27])=[O:26].[O:1]1[C:6]2[CH:7]=[CH:8][CH:9]=[CH:10][C:5]=2[CH2:4][CH2:3][CH:2]1[CH2:11][NH:13][CH2:14][CH2:15][CH2:16][N:17]1[CH2:22][CH2:21][CH2:20][NH:19][C:18]1=[S:23], predict the reactants needed to synthesize it. The reactants are: [O:1]1[C:6]2[CH:7]=[CH:8][CH:9]=[CH:10][C:5]=2[CH2:4][CH2:3][CH:2]1[CH:11]=O.[NH2:13][CH2:14][CH2:15][CH2:16][N:17]1[CH2:22][CH2:21][CH2:20][NH:19][C:18]1=[S:23].[C:24]([OH:29])(=[O:28])[C:25]([OH:27])=[O:26]. (3) Given the product [ClH:25].[ClH:25].[CH3:22][O:21][C:19]1[CH:18]=[C:17]([O:23][CH3:24])[N:16]=[C:15]([NH:14][CH:11]2[CH2:12][CH2:13][NH:8][CH2:9][CH2:10]2)[N:20]=1, predict the reactants needed to synthesize it. The reactants are: C(OC([N:8]1[CH2:13][CH2:12][CH:11]([NH:14][C:15]2[N:20]=[C:19]([O:21][CH3:22])[CH:18]=[C:17]([O:23][CH3:24])[N:16]=2)[CH2:10][CH2:9]1)=O)(C)(C)C.[ClH:25]. (4) Given the product [F:1][C:2]1[CH:11]=[C:10]([F:12])[CH:9]=[C:8]2[C:3]=1[C:4]([NH:27][C:28]1[CH:29]=[N:30][CH:31]=[C:32]([N:34]3[CH2:39][CH2:38][O:37][CH2:36][CH2:35]3)[CH:33]=1)=[C:5]([CH3:26])[C:6]([C:13]1[CH:14]=[C:15]([CH:23]([OH:25])[CH3:24])[CH:16]=[CH:17][C:18]=1[S:19]([CH3:22])(=[O:21])=[O:20])=[N:7]2, predict the reactants needed to synthesize it. The reactants are: [F:1][C:2]1[CH:11]=[C:10]([F:12])[CH:9]=[C:8]2[C:3]=1[C:4]([NH:27][C:28]1[CH:29]=[N:30][CH:31]=[C:32]([N:34]3[CH2:39][CH2:38][O:37][CH2:36][CH2:35]3)[CH:33]=1)=[C:5]([CH3:26])[C:6]([C:13]1[CH:14]=[C:15]([C:23](=[O:25])[CH3:24])[CH:16]=[CH:17][C:18]=1[S:19]([CH3:22])(=[O:21])=[O:20])=[N:7]2.[H-].[Al+3].[Li+].[H-].[H-].[H-]. (5) Given the product [F:1][C:2]([F:8])([F:7])[CH2:3][C:4](=[O:5])[CH2:30][C:22]([O:23][CH2:24][C:25]1[CH:26]=[CH:40][CH:39]=[CH:38][CH:37]=1)=[O:27], predict the reactants needed to synthesize it. The reactants are: [F:1][C:2]([F:8])([F:7])[CH2:3][C:4](O)=[O:5].C1N=CN(C(N2C=NC=C2)=O)C=1.C[C:22]1([CH3:30])[O:27][C:26](=O)[CH2:25][C:24](=O)[O:23]1.S([O-])(O)(=O)=O.[K+].[CH2:37](O)[C:38]1C=CC=[CH:40][CH:39]=1. (6) Given the product [CH:31]1[C:32]2[CH:20]([CH2:19][O:18][C:16]([N:5]3[CH2:6][CH:2]([OH:1])[CH2:3][CH:4]3[C:7]([OH:9])=[O:8])=[O:17])[C:21]3[C:26](=[CH:25][CH:24]=[CH:23][CH:22]=3)[C:27]=2[CH:28]=[CH:29][CH:30]=1, predict the reactants needed to synthesize it. The reactants are: [OH:1][C@H:2]1[CH2:6][NH:5][C@H:4]([C:7]([OH:9])=[O:8])[CH2:3]1.C(=O)(O)[O-].[Na+].Cl[C:16]([O:18][CH2:19][CH:20]1[C:32]2[CH:31]=[CH:30][CH:29]=[CH:28][C:27]=2[C:26]2[C:21]1=[CH:22][CH:23]=[CH:24][CH:25]=2)=[O:17]. (7) Given the product [Cl:1][C:2]1[C:7]([CH3:8])=[C:6]([Cl:9])[N:5]=[CH:4][C:3]=1[CH2:10][N:11]([C:12]1[C:17]([F:18])=[C:16]([O:19][CH3:20])[CH:15]=[C:14]([O:21][CH3:22])[C:13]=1[F:23])[C:25]([Cl:24])=[O:27], predict the reactants needed to synthesize it. The reactants are: [Cl:1][C:2]1[C:7]([CH3:8])=[C:6]([Cl:9])[N:5]=[CH:4][C:3]=1[CH2:10][NH:11][C:12]1[C:17]([F:18])=[C:16]([O:19][CH3:20])[CH:15]=[C:14]([O:21][CH3:22])[C:13]=1[F:23].[Cl:24][C:25](Cl)([O:27]C(=O)OC(Cl)(Cl)Cl)Cl.N1C=CC=CC=1. (8) Given the product [F:1][C:2]1[CH:7]=[CH:6][C:5]([CH2:8][CH2:9][CH2:10][O:11][CH:12]2[CH2:17][CH2:16][CH2:15][CH2:14][O:13]2)=[CH:4][C:3]=1[CH3:18], predict the reactants needed to synthesize it. The reactants are: [F:1][C:2]1[CH:7]=[CH:6][C:5]([C:8]#[C:9][CH2:10][O:11][CH:12]2[CH2:17][CH2:16][CH2:15][CH2:14][O:13]2)=[CH:4][C:3]=1[CH3:18].